From a dataset of Catalyst prediction with 721,799 reactions and 888 catalyst types from USPTO. Predict which catalyst facilitates the given reaction. (1) Reactant: [Cl:1][C:2]1[CH:3]=[C:4]([CH:7]=[C:8]([NH:13][CH2:14][C:15]2([CH3:31])[CH2:30][CH2:29][CH2:28][C:17]3([O:21][C:20](=[O:22])[N:19]([CH2:23][C:24]([CH3:27])([CH3:26])[CH3:25])[CH2:18]3)[CH2:16]2)[C:9]=1[N+:10]([O-])=O)[C:5]#[N:6].[CH:32](OC)(OC)OC.C(O)=O.C(O)(C(F)(F)F)=O. Product: [Cl:1][C:2]1[C:9]2[N:10]=[CH:32][N:13]([CH2:14][C:15]3([CH3:31])[CH2:30][CH2:29][CH2:28][C:17]4([O:21][C:20](=[O:22])[N:19]([CH2:23][C:24]([CH3:26])([CH3:25])[CH3:27])[CH2:18]4)[CH2:16]3)[C:8]=2[CH:7]=[C:4]([C:5]#[N:6])[CH:3]=1. The catalyst class is: 415. (2) Reactant: Cl[C:2]1[N:7]=[C:6]([NH:8][C:9]2[CH:14]=[CH:13][CH:12]=[CH:11][CH:10]=2)[C:5]([F:15])=[CH:4][N:3]=1.[CH3:16][O:17][C:18]1[CH:23]=[CH:22][C:21]([N+:24]([O-:26])=[O:25])=[CH:20][C:19]=1[NH2:27].C(O)(C(F)(F)F)=O. Product: [F:15][C:5]1[C:6]([NH:8][C:9]2[CH:14]=[CH:13][CH:12]=[CH:11][CH:10]=2)=[N:7][C:2]([NH:27][C:19]2[CH:20]=[C:21]([N+:24]([O-:26])=[O:25])[CH:22]=[CH:23][C:18]=2[O:17][CH3:16])=[N:3][CH:4]=1. The catalyst class is: 41. (3) Reactant: [Cl:1][C:2]1[CH:3]=[C:4]([CH:8]2[C:13]([C:14](=[O:31])[NH:15][CH2:16][CH2:17][CH:18]([C:25]3[CH:30]=[CH:29][CH:28]=[CH:27][CH:26]=3)[C:19]3[CH:24]=[CH:23][CH:22]=[CH:21][CH:20]=3)=[C:12]([CH2:32][O:33][CH2:34][CH2:35][CH:36]3[CH2:41][CH2:40][CH2:39][CH2:38][CH2:37]3)[NH:11][C:10]([CH3:42])=[C:9]2[C:43]([O:45]CCC#N)=[O:44])[CH:5]=[CH:6][CH:7]=1.[OH-].[Na+].Cl.O. Product: [Cl:1][C:2]1[CH:3]=[C:4]([CH:8]2[C:13]([C:14](=[O:31])[NH:15][CH2:16][CH2:17][CH:18]([C:19]3[CH:20]=[CH:21][CH:22]=[CH:23][CH:24]=3)[C:25]3[CH:26]=[CH:27][CH:28]=[CH:29][CH:30]=3)=[C:12]([CH2:32][O:33][CH2:34][CH2:35][CH:36]3[CH2:41][CH2:40][CH2:39][CH2:38][CH2:37]3)[NH:11][C:10]([CH3:42])=[C:9]2[C:43]([OH:45])=[O:44])[CH:5]=[CH:6][CH:7]=1. The catalyst class is: 5. (4) Product: [CH3:1][O:2][C:3](=[O:18])[CH2:4][CH:5]1[CH2:14][C:13]2[C:8](=[CH:9][C:10]([OH:15])=[CH:11][CH:12]=2)[NH:7][C:6]1=[O:17]. The catalyst class is: 2. Reactant: [CH3:1][O:2][C:3](=[O:18])[CH2:4][CH:5]1[CH2:14][C:13]2[C:8](=[CH:9][C:10]([O:15]C)=[CH:11][CH:12]=2)[NH:7][C:6]1=[O:17].B(Br)(Br)Br.C(Cl)Cl.